Dataset: Catalyst prediction with 721,799 reactions and 888 catalyst types from USPTO. Task: Predict which catalyst facilitates the given reaction. (1) Reactant: [OH:1][CH2:2][CH:3]1[NH:8][CH2:7][CH2:6][N:5]([C:9]([O:11][C:12]([CH3:15])([CH3:14])[CH3:13])=[O:10])[CH2:4]1.[Cl:16][C:17]1[CH:22]=[CH:21][CH:20]=[CH:19][C:18]=1[N:23]=[C:24]=[O:25]. Product: [Cl:16][C:17]1[CH:22]=[CH:21][CH:20]=[CH:19][C:18]=1[NH:23][C:24]([N:8]1[CH2:7][CH2:6][N:5]([C:9]([O:11][C:12]([CH3:15])([CH3:14])[CH3:13])=[O:10])[CH2:4][CH:3]1[CH2:2][OH:1])=[O:25]. The catalyst class is: 7. (2) Reactant: [Br:1][C:2]1[CH:7]=[C:6]([CH3:8])[C:5]([OH:9])=[C:4]([Cl:10])[CH:3]=1.[C:11]1(B(O)O)[CH:16]=[CH:15][CH:14]=[CH:13][CH:12]=1. Product: [Br:1][C:2]1[CH:7]=[C:6]([CH3:8])[C:5]([O:9][C:11]2[CH:16]=[CH:15][CH:14]=[CH:13][CH:12]=2)=[C:4]([Cl:10])[CH:3]=1. The catalyst class is: 2. (3) Reactant: [F:1][C:2]1[CH:3]=[C:4]([C:8]2[CH:16]=[CH:15][C:11](C(O)=O)=[CH:10][N:9]=2)[CH:5]=[CH:6][CH:7]=1.CN([C:20]([O:24]N1N=NC2C=CC=CC1=2)=[N+](C)C)C.F[P-](F)(F)(F)(F)F.CCN(C(C)C)C(C)C.[NH2:50][CH:51]1[CH2:54][N:53]([C:55]([O:57][C:58]([CH3:61])([CH3:60])[CH3:59])=[O:56])[CH2:52]1. Product: [F:1][C:2]1[CH:3]=[C:4]([C:8]2[N:9]=[CH:10][CH:11]=[CH:15][C:16]=2[C:20]([NH:50][CH:51]2[CH2:52][N:53]([C:55]([O:57][C:58]([CH3:61])([CH3:60])[CH3:59])=[O:56])[CH2:54]2)=[O:24])[CH:5]=[CH:6][CH:7]=1. The catalyst class is: 3. (4) Reactant: C1C([O:7]C2C=CC3C(OC(=O)C=3C=2)=O)=CC2C(OC(=O)C=2C=1)=O.NC1C=C(C=CC=1)OC1C=CC=C(OC2C=CC=C(N)C=2)C=1.C1(C#CC2C=C3C(=O)OC(=O)C3=CC=2)C=CC=CC=1.[CH:65]1([N:71]=[C:72]=[N:73][CH:74]2[CH2:79][CH2:78][CH2:77][CH2:76][CH2:75]2)[CH2:70][CH2:69][CH2:68][CH2:67][CH2:66]1. Product: [C:72]([NH:71][CH:65]1[CH2:66][CH2:67][CH2:68][CH2:69][CH2:70]1)([NH:73][CH:74]1[CH2:79][CH2:78][CH2:77][CH2:76][CH2:75]1)=[O:7]. The catalyst class is: 37. (5) Reactant: C([Li])CCC.[CH:6]1([CH2:9][N:10]2[CH:14]=[N:13][CH:12]=[N:11]2)[CH2:8][CH2:7]1.CN(C)[C:17](=[O:19])[CH3:18]. Product: [CH:6]1([CH2:9][N:10]2[C:14]([C:17](=[O:19])[CH3:18])=[N:13][CH:12]=[N:11]2)[CH2:8][CH2:7]1. The catalyst class is: 1. (6) The catalyst class is: 2. Product: [C:1]([C:3]1[CH:4]=[C:5]([CH:9]2[CH2:14][CH2:13][C:12](=[O:15])[CH2:11][CH2:10]2)[CH:6]=[CH:7][CH:8]=1)#[N:2]. Reactant: [C:1]([C:3]1[CH:4]=[C:5]([C@H:9]2[CH2:14][CH2:13][C@H:12]([OH:15])[CH2:11][CH2:10]2)[CH:6]=[CH:7][CH:8]=1)#[N:2].CC(OI1(OC(C)=O)(OC(C)=O)OC(=O)C2C=CC=CC1=2)=O. (7) Reactant: C([O:3][Si](OCC)(OCC)OCC)C.[CH2:14]([O:16][Si:17]([O:24][CH2:25][CH3:26])([O:21][CH2:22][CH3:23])[O:18][CH2:19][CH3:20])[CH3:15].CC(O)C. Product: [OH2:3].[CH2:19]([O:18][Si:17]([O:21][CH2:22][CH3:23])([O:16][CH2:14][CH3:15])[O:24][CH2:25][CH3:26])[CH3:20]. The catalyst class is: 252. (8) Reactant: C(OC(=O)[NH:7][C:8]1[CH:13]=[C:12]([N:14]([CH3:16])[CH3:15])[C:11]([C:17]([F:20])([F:19])[F:18])=[CH:10][C:9]=1[NH:21][C:22](=[O:38])[CH2:23][C:24]([C:26]1[CH:31]=[CH:30][CH:29]=[C:28]([C:32]2[N:33]([CH3:37])[N:34]=[CH:35][CH:36]=2)[CH:27]=1)=O)(C)(C)C.C(O)(C(F)(F)F)=O. Product: [CH3:15][N:14]([CH3:16])[C:12]1[C:11]([C:17]([F:18])([F:19])[F:20])=[CH:10][C:9]2[NH:21][C:22](=[O:38])[CH2:23][C:24]([C:26]3[CH:31]=[CH:30][CH:29]=[C:28]([C:32]4[N:33]([CH3:37])[N:34]=[CH:35][CH:36]=4)[CH:27]=3)=[N:7][C:8]=2[CH:13]=1. The catalyst class is: 2.